From a dataset of Reaction yield outcomes from USPTO patents with 853,638 reactions. Predict the reaction yield, written as a fraction of the theoretical maximum amount of product (1.0 means a 100% yield; for example, 0.34 means a 34% yield). (1) The reactants are [Cl:1][C:2]1[C:11]([N+:12]([O-])=O)=[CH:10][C:5]([C:6]([O:8][CH3:9])=[O:7])=[CH:4][N:3]=1. The catalyst is CO.[Fe]. The product is [NH2:12][C:11]1[C:2]([Cl:1])=[N:3][CH:4]=[C:5]([CH:10]=1)[C:6]([O:8][CH3:9])=[O:7]. The yield is 0.560. (2) The reactants are CO[C:3](=[O:25])[C:4]1[CH:9]=[CH:8][C:7]([NH:10][CH2:11][C:12]2[C:13]([C:18]3[CH:23]=[CH:22][C:21]([F:24])=[CH:20][CH:19]=3)=[N:14][O:15][C:16]=2[CH3:17])=[N:6][CH:5]=1.[NH2:26][CH2:27][CH:28]1[CH2:30][CH2:29]1. No catalyst specified. The product is [CH:28]1([CH2:27][NH:26][C:3](=[O:25])[C:4]2[CH:9]=[CH:8][C:7]([NH:10][CH2:11][C:12]3[C:13]([C:18]4[CH:23]=[CH:22][C:21]([F:24])=[CH:20][CH:19]=4)=[N:14][O:15][C:16]=3[CH3:17])=[N:6][CH:5]=2)[CH2:30][CH2:29]1. The yield is 0.830. (3) The reactants are [CH:1]([C:3]1[CH:8]=[CH:7][C:6]([N:9]2[CH:13]=[N:12][CH:11]=[N:10]2)=[CH:5][CH:4]=1)=[CH2:2].[Li][CH2:15]CCC.CI. The catalyst is C1COCC1. The product is [CH3:15][C:13]1[N:9]([C:6]2[CH:5]=[CH:4][C:3]([CH:1]=[CH2:2])=[CH:8][CH:7]=2)[N:10]=[CH:11][N:12]=1. The yield is 0.460. (4) The reactants are [CH3:1][C:2](C)([O-:4])C.[K+].Cl[C:8]1[N:16]=[CH:15][CH:14]=[CH:13][C:9]=1[C:10]([OH:12])=[O:11]. The catalyst is C(O)C. The product is [CH2:2]([O:4][C:8]1[C:9]([C:10]([OH:12])=[O:11])=[CH:13][CH:14]=[CH:15][N:16]=1)[CH3:1]. The yield is 0.410.